This data is from Reaction yield outcomes from USPTO patents with 853,638 reactions. The task is: Predict the reaction yield, written as a fraction of the theoretical maximum amount of product (1.0 means a 100% yield; for example, 0.34 means a 34% yield). (1) The product is [CH2:1]([S:8][CH:9]([CH2:38][N:40]1[CH2:45][CH2:44][S:43](=[O:47])(=[O:46])[CH2:42][CH2:41]1)[CH2:10][NH:11][C:12]([C:14]1[NH:15][C:16]2[C:21]([CH:22]=1)=[CH:20][C:19]([O:23][CH2:24][CH2:25][O:26][CH3:27])=[CH:18][C:17]=2[NH:28][S:29]([C:32]1[CH:37]=[CH:36][CH:35]=[CH:34][N:33]=1)(=[O:30])=[O:31])=[O:13])[C:2]1[CH:7]=[CH:6][CH:5]=[CH:4][CH:3]=1. The reactants are [CH2:1]([S:8][CH:9]([CH:38]=O)[CH2:10][NH:11][C:12]([C:14]1[NH:15][C:16]2[C:21]([CH:22]=1)=[CH:20][C:19]([O:23][CH2:24][CH2:25][O:26][CH3:27])=[CH:18][C:17]=2[NH:28][S:29]([C:32]1[CH:37]=[CH:36][CH:35]=[CH:34][N:33]=1)(=[O:31])=[O:30])=[O:13])[C:2]1[CH:7]=[CH:6][CH:5]=[CH:4][CH:3]=1.[NH:40]1[CH2:45][CH2:44][S:43](=[O:47])(=[O:46])[CH2:42][CH2:41]1.O1CCCC1.C(O[BH-](OC(=O)C)OC(=O)C)(=O)C.[Na+]. The catalyst is O. The yield is 0.350. (2) The reactants are [Br:1][C:2]1[CH:3]=[N:4][CH:5]=[C:6]([C@@H:8]2[C@@:10]([C:12]3[CH:17]=[C:16]([F:18])[CH:15]=[CH:14][C:13]=3[F:19])([CH3:11])[O:9]2)[CH:7]=1.CO.[Cl-].[NH4+].[N-:24]=[N+:25]=[N-:26].[Na+]. The catalyst is O. The product is [N:24]([C@H:8]([C:6]1[CH:5]=[N:4][CH:3]=[C:2]([Br:1])[CH:7]=1)[C@@:10]([C:12]1[CH:17]=[C:16]([F:18])[CH:15]=[CH:14][C:13]=1[F:19])([OH:9])[CH3:11])=[N+:25]=[N-:26]. The yield is 0.810. (3) The reactants are Br[C:2]1[C:3]([CH3:19])=[N:4][C:5]2[N:6]([N:9]=[C:10]([C:12]3[CH:17]=[CH:16][CH:15]=[C:14]([Cl:18])[CH:13]=3)[CH:11]=2)[C:7]=1Cl.[C:20]1([CH3:28])[CH:25]=[CH:24][C:23]([Mg]Br)=[CH:22][CH:21]=1.C1COCC1.[Li+].[Cl-].C1COCC1.Cl[C:42](=[O:47])[C:43]([O:45][CH3:46])=[O:44]. The catalyst is C1COCC1.CCOCC.[Cu]Br. The product is [Cl:18][C:14]1[CH:13]=[C:12]([C:10]2[CH:11]=[C:5]3[N:4]=[C:3]([CH3:19])[C:2]([C:42](=[O:47])[C:43]([O:45][CH3:46])=[O:44])=[C:7]([C:23]4[CH:24]=[CH:25][C:20]([CH3:28])=[CH:21][CH:22]=4)[N:6]3[N:9]=2)[CH:17]=[CH:16][CH:15]=1. The yield is 0.245. (4) The reactants are [C:1]([O:5][C:6]([N:8]1[CH2:13][CH2:12][CH:11]([C:14]2[O:15][C:16]([CH2:19]Cl)=[N:17][N:18]=2)[CH2:10][CH2:9]1)=[O:7])([CH3:4])([CH3:3])[CH3:2].[Cl:21][C:22]1[CH:27]=[CH:26][C:25]([NH2:28])=[C:24]([CH2:29][NH:30][CH3:31])[CH:23]=1.C(N(CC)CC)C. The catalyst is C1COCC1. The product is [C:1]([O:5][C:6]([N:8]1[CH2:9][CH2:10][CH:11]([C:14]2[O:15][C:16]([CH2:19][N:30]([CH2:29][C:24]3[CH:23]=[C:22]([Cl:21])[CH:27]=[CH:26][C:25]=3[NH2:28])[CH3:31])=[N:17][N:18]=2)[CH2:12][CH2:13]1)=[O:7])([CH3:2])([CH3:3])[CH3:4]. The yield is 0.741. (5) The reactants are [CH:1]1([N:6]([CH3:30])[C:7]2[N:8]=[C:9]3[C:15]([C:16](=[O:21])[C:17]([CH3:20])([CH3:19])[CH3:18])=[CH:14][N:13](COCC[Si](C)(C)C)[C:10]3=[N:11][CH:12]=2)[CH2:5][CH2:4][CH2:3][CH2:2]1.FC(F)(F)C(O)=O.O.O.O.C([O-])(=O)C.[Na+]. The catalyst is ClCCl. The product is [CH:1]1([N:6]([CH3:30])[C:7]2[N:8]=[C:9]3[C:15]([C:16](=[O:21])[C:17]([CH3:18])([CH3:20])[CH3:19])=[CH:14][NH:13][C:10]3=[N:11][CH:12]=2)[CH2:2][CH2:3][CH2:4][CH2:5]1. The yield is 0.660.